Dataset: Forward reaction prediction with 1.9M reactions from USPTO patents (1976-2016). Task: Predict the product of the given reaction. (1) Given the reactants [NH2:1][C:2]1[CH:9]=[CH:8][C:7](B2OC(C)(C)C(C)(C)O2)=[CH:6][C:3]=1[C:4]#[N:5].O.O.P([O-])([O-])([O-])=O.[K+].[K+].[K+].Cl[C:30]1[N:35]=[C:34]2[N:36]([CH2:45][CH2:46][N:47]([CH3:49])[CH3:48])[N:37]=[C:38](C3C=CC=CC=3)[C:33]2=[C:32]([CH:50]([F:52])[F:51])[CH:31]=1.COCCOC.O, predict the reaction product. The product is: [NH2:1][C:2]1[CH:9]=[CH:8][C:7]([C:30]2[N:35]=[C:34]3[N:36]([CH2:45][CH2:46][N:47]([CH3:49])[CH3:48])[N:37]=[CH:38][C:33]3=[C:32]([CH:50]([F:51])[F:52])[CH:31]=2)=[CH:6][C:3]=1[C:4]#[N:5]. (2) Given the reactants N(C(OC(C)C)=O)=NC(OC(C)C)=O.O[C:16]1[CH:17]=[C:18]([NH:24][C:25](=[O:31])[O:26][C:27]([CH3:30])([CH3:29])[CH3:28])[CH:19]=[C:20]([O:22][CH3:23])[CH:21]=1.C1(P(C2C=CC=CC=2)C2C=CC=CC=2)C=CC=CC=1.[O:51]1[CH2:56][CH2:55][CH2:54][CH2:53][CH:52]1[CH2:57][OH:58], predict the reaction product. The product is: [C:27]([O:26][C:25](=[O:31])[NH:24][C:18]1[CH:17]=[C:16]([O:58][CH2:57][CH:52]2[CH2:53][CH2:54][CH2:55][CH2:56][O:51]2)[CH:21]=[C:20]([O:22][CH3:23])[CH:19]=1)([CH3:30])([CH3:29])[CH3:28]. (3) Given the reactants C(OC([N:8]1[C:16]2[C:11](=[CH:12][C:13]([C:17]([N:19]3[CH2:24][CH2:23][N:22]([CH3:25])[CH2:21][CH2:20]3)=[O:18])=[CH:14][CH:15]=2)[CH:10]=[C:9]1[C:26]1[C:27](=[O:55])[N:28](COCC[Si](C)(C)C)[CH:29]=[C:30]([C:32](=[O:46])[NH:33][C:34]2[CH:35]=[N:36][N:37]([CH2:39][C:40]3[CH:45]=[CH:44][CH:43]=[CH:42][CH:41]=3)[CH:38]=2)[CH:31]=1)=O)(C)(C)C, predict the reaction product. The product is: [CH2:39]([N:37]1[CH:38]=[C:34]([NH:33][C:32]([C:30]2[CH:31]=[C:26]([C:9]3[NH:8][C:16]4[C:11]([CH:10]=3)=[CH:12][C:13]([C:17]([N:19]3[CH2:20][CH2:21][N:22]([CH3:25])[CH2:23][CH2:24]3)=[O:18])=[CH:14][CH:15]=4)[C:27](=[O:55])[NH:28][CH:29]=2)=[O:46])[CH:35]=[N:36]1)[C:40]1[CH:45]=[CH:44][CH:43]=[CH:42][CH:41]=1. (4) Given the reactants N(C(OC(C)C)=O)=NC(OC(C)C)=O.[C:15]([O:19][C:20]([N:22]1[CH2:26][C@H:25]([OH:27])[CH2:24][C@@H:23]1[C@H:28]1[O:32][C:31]([CH3:34])([CH3:33])[N:30]([C:35](=[O:37])[CH3:36])[C@H:29]1[CH2:38][C:39]1[CH:44]=[C:43]([F:45])[CH:42]=[C:41]([F:46])[CH:40]=1)=[O:21])([CH3:18])([CH3:17])[CH3:16].C(O)(=O)C.C[Si](C)(C)CCOC(=O)C1C=CC(P(C2C=CC=CC=2)C2C=CC=CC=2)=CC=1.[F-].C([N+](CCCC)(CCCC)CCCC)CCC.[OH-].[Na+], predict the reaction product. The product is: [C:15]([O:19][C:20]([N:22]1[CH2:26][C@@H:25]([OH:27])[CH2:24][C@@H:23]1[C@H:28]1[O:32][C:31]([CH3:33])([CH3:34])[N:30]([C:35](=[O:37])[CH3:36])[C@H:29]1[CH2:38][C:39]1[CH:40]=[C:41]([F:46])[CH:42]=[C:43]([F:45])[CH:44]=1)=[O:21])([CH3:16])([CH3:17])[CH3:18]. (5) Given the reactants CN(C)[CH2:3][C:4]#[C:5][C:6]1[CH:7]=[C:8]([C@@H:12]2[C@@H:16]([C:17]3[CH:22]=[CH:21][CH:20]=[C:19]([F:23])[CH:18]=3)[O:15][C:14](=[O:24])[NH:13]2)[CH:9]=[N:10][CH:11]=1.Br[C:27]1[CH:28]=[C:29]([C@@H:33]2[C@@H:37](C3C=CC=C(F)C=3)OC(=O)N2)C=N[CH:32]=1.C(C12CC1CCCC2)#C, predict the reaction product. The product is: [C:3]12([C:4]#[C:5][C:6]3[CH:7]=[C:8]([C@@H:12]4[C@@H:16]([C:17]5[CH:22]=[CH:21][CH:20]=[C:19]([F:23])[CH:18]=5)[O:15][C:14](=[O:24])[NH:13]4)[CH:9]=[N:10][CH:11]=3)[CH2:37][CH:33]1[CH2:29][CH2:28][CH2:27][CH2:32]2.